From a dataset of Full USPTO retrosynthesis dataset with 1.9M reactions from patents (1976-2016). Predict the reactants needed to synthesize the given product. (1) Given the product [CH2:8]([O:10][C:11](=[O:23])[CH2:12][C:13]1[CH:18]=[CH:17][C:16]([S:19](=[O:20])(=[O:21])[NH:1][C:2]2[CH:7]=[CH:6][CH:5]=[CH:4][N:3]=2)=[CH:15][CH:14]=1)[CH3:9], predict the reactants needed to synthesize it. The reactants are: [NH2:1][C:2]1[CH:7]=[CH:6][CH:5]=[CH:4][N:3]=1.[CH2:8]([O:10][C:11](=[O:23])[CH2:12][C:13]1[CH:18]=[CH:17][C:16]([S:19](Cl)(=[O:21])=[O:20])=[CH:15][CH:14]=1)[CH3:9].Cl.O. (2) Given the product [CH3:11][N:6]1[C:5]2[CH:12]=[CH:13][C:2]([N:1]3[CH:17]=[C:18]([C:19]([O:21][CH2:22][CH3:23])=[O:20])[C:24](=[O:31])[NH:25][C:26]3=[O:27])=[CH:3][C:4]=2[O:9][CH2:8][C:7]1=[O:10], predict the reactants needed to synthesize it. The reactants are: [NH2:1][C:2]1[CH:13]=[CH:12][C:5]2[N:6]([CH3:11])[C:7](=[O:10])[CH2:8][O:9][C:4]=2[CH:3]=1.C(O[CH:17]=[C:18]([C:24](=[O:31])[NH:25][C:26](OCC)=[O:27])[C:19]([O:21][CH2:22][CH3:23])=[O:20])C.CC(C)([O-])C.[K+].Cl. (3) Given the product [CH:1]1([NH2:7])[CH2:6][CH2:5][CH2:4][CH2:3][CH2:2]1.[C:8]([O:12][C:13](=[O:28])[CH2:14][C@@H:15]([CH2:19][CH2:20][CH2:21][C:22]1[CH:23]=[CH:24][CH:25]=[CH:26][CH:27]=1)[C:16]([OH:18])=[O:17])([CH3:11])([CH3:9])[CH3:10], predict the reactants needed to synthesize it. The reactants are: [CH:1]1([NH2:7])[CH2:6][CH2:5][CH2:4][CH2:3][CH2:2]1.[C:8]([O:12][C:13](=[O:28])[CH2:14]/[C:15](=[CH:19]\[CH2:20][CH2:21][C:22]1[CH:27]=[CH:26][CH:25]=[CH:24][CH:23]=1)/[C:16]([OH:18])=[O:17])([CH3:11])([CH3:10])[CH3:9]. (4) Given the product [CH3:24][O:25][C:26](=[O:27])[NH:1][C:2]1[C:3]([C:7]2[NH:23][C:10]3=[CH:11][C:12]4[C:13]([CH3:22])([CH3:21])[C:14](=[O:20])[N:15]([CH2:18][CH3:19])[C:16]=4[CH:17]=[C:9]3[N:8]=2)=[N:4][NH:5][CH:6]=1, predict the reactants needed to synthesize it. The reactants are: [NH2:1][C:2]1[C:3]([C:7]2[NH:23][C:10]3=[CH:11][C:12]4[C:13]([CH3:22])([CH3:21])[C:14](=[O:20])[N:15]([CH2:18][CH3:19])[C:16]=4[CH:17]=[C:9]3[N:8]=2)=[N:4][NH:5][CH:6]=1.[CH3:24][O:25][C:26](Cl)=[O:27]. (5) Given the product [C:20]([C:17]1[CH:16]=[CH:15][CH:14]=[C:13]2[C:18]=1[CH2:19][C@H:10]([CH2:9][O:8][Si:1]([C:4]([CH3:5])([CH3:7])[CH3:6])([CH3:3])[CH3:2])[N:11]([C:24](=[O:34])[CH2:25][C:26]1[C:31]([Cl:32])=[CH:30][CH:29]=[CH:28][C:27]=1[Cl:33])[C@H:12]2[CH3:23])(=[O:22])[CH3:21], predict the reactants needed to synthesize it. The reactants are: [Si:1]([O:8][CH2:9][C@H:10]1[CH2:19][C:18]2[C:13](=[CH:14][CH:15]=[CH:16][C:17]=2[CH:20]([OH:22])[CH3:21])[C@H:12]([CH3:23])[N:11]1[C:24](=[O:34])[CH2:25][C:26]1[C:31]([Cl:32])=[CH:30][CH:29]=[CH:28][C:27]=1[Cl:33])([C:4]([CH3:7])([CH3:6])[CH3:5])([CH3:3])[CH3:2].C([O-])(O)=O.[Na+].[O-]S([O-])(=S)=O.[Na+].[Na+]. (6) Given the product [C:14]([O:17][CH2:2][C:3]1[N:8]=[C:7]([OH:9])[C:6]([CH:10]([CH3:12])[CH3:11])=[C:5]([CH3:13])[N:4]=1)(=[O:16])[CH3:15], predict the reactants needed to synthesize it. The reactants are: Cl[CH2:2][C:3]1[N:8]=[C:7]([OH:9])[C:6]([CH:10]([CH3:12])[CH3:11])=[C:5]([CH3:13])[N:4]=1.[C:14]([OH:17])(=[O:16])[CH3:15]. (7) Given the product [CH3:1][C:2]1[CH:3]=[CH:4][C:5]([S:8]([O:11][CH2:12][CH:13]2[CH2:17][C:16]3[CH:18]=[CH:19][C:20]([O:22][S:34]([C:33]([F:46])([F:45])[F:32])(=[O:36])=[O:35])=[CH:21][C:15]=3[O:14]2)(=[O:10])=[O:9])=[CH:6][CH:7]=1, predict the reactants needed to synthesize it. The reactants are: [CH3:1][C:2]1[CH:7]=[CH:6][C:5]([S:8]([O:11][CH2:12][CH:13]2[CH2:17][C:16]3[CH:18]=[CH:19][C:20]([OH:22])=[CH:21][C:15]=3[O:14]2)(=[O:10])=[O:9])=[CH:4][CH:3]=1.C(N(C(C)C)CC)(C)C.[F:32][C:33]([F:46])([F:45])[S:34](O[S:34]([C:33]([F:46])([F:45])[F:32])(=[O:36])=[O:35])(=[O:36])=[O:35].